This data is from Peptide-MHC class II binding affinity with 134,281 pairs from IEDB. The task is: Regression. Given a peptide amino acid sequence and an MHC pseudo amino acid sequence, predict their binding affinity value. This is MHC class II binding data. The peptide sequence is NKEVDRLMSMKSIQK. The MHC is DRB3_0101 with pseudo-sequence DRB3_0101. The binding affinity (normalized) is 0.